This data is from Reaction yield outcomes from USPTO patents with 853,638 reactions. The task is: Predict the reaction yield, written as a fraction of the theoretical maximum amount of product (1.0 means a 100% yield; for example, 0.34 means a 34% yield). (1) The reactants are [C:1]([O:5][C:6]([N:8]1[CH2:13][CH2:12][CH:11]([C:14]2[N:15]([CH2:27]COS(C)(=O)=O)[CH:16]=[C:17]([C:19]3[CH:24]=[CH:23][C:22]([F:25])=[C:21]([F:26])[CH:20]=3)[N:18]=2)[CH2:10][CH2:9]1)=[O:7])([CH3:4])([CH3:3])[CH3:2].[CH3:34][NH:35][CH2:36][CH2:37][OH:38].[CH3:39]N(C=O)C. No catalyst specified. The product is [C:1]([O:5][C:6]([N:8]1[CH2:13][CH2:12][CH:11]([C:14]2[N:15]([CH2:27][CH2:34][N:35]([CH2:36][CH2:37][OH:38])[CH3:39])[CH:16]=[C:17]([C:19]3[CH:24]=[CH:23][C:22]([F:25])=[C:21]([F:26])[CH:20]=3)[N:18]=2)[CH2:10][CH2:9]1)=[O:7])([CH3:4])([CH3:3])[CH3:2]. The yield is 0.522. (2) The reactants are [C:1]([O:5][C:6]([N:8]1[CH2:13][CH2:12][CH:11]([O:14][C:15]2[CH:20]=[CH:19][C:18]([C:21](=O)[CH:22]([CH3:29])[CH2:23][C:24](OCC)=[O:25])=[CH:17][CH:16]=2)[CH2:10][CH2:9]1)=[O:7])([CH3:4])([CH3:3])[CH3:2].O.[NH2:32][NH2:33]. The catalyst is C(O)(C)C.C(Cl)Cl. The product is [C:1]([O:5][C:6]([N:8]1[CH2:13][CH2:12][CH:11]([O:14][C:15]2[CH:20]=[CH:19][C:18]([C:21]3[CH:22]([CH3:29])[CH2:23][C:24](=[O:25])[NH:33][N:32]=3)=[CH:17][CH:16]=2)[CH2:10][CH2:9]1)=[O:7])([CH3:4])([CH3:3])[CH3:2]. The yield is 0.530. (3) The reactants are [CH2:1]1[CH:10]2[CH:5]([CH2:6][CH2:7][CH2:8][CH2:9]2)[CH2:4][CH2:3][CH:2]1[O:11][C:12]1[CH:13]=[C:14]2[C:19](=[CH:20][CH:21]=1)[CH:18]=[C:17]([C@:22]1([CH3:28])[CH2:26][O:25]C(=O)[NH:23]1)[CH:16]=[CH:15]2.C(O)C.O.[OH-].[Li+].O. No catalyst specified. The product is [NH2:23][C@@:22]([C:17]1[CH:16]=[CH:15][C:14]2[C:19](=[CH:20][CH:21]=[C:12]([O:11][CH:2]3[CH2:3][CH2:4][CH:5]4[CH:10]([CH2:9][CH2:8][CH2:7][CH2:6]4)[CH2:1]3)[CH:13]=2)[CH:18]=1)([CH3:28])[CH2:26][OH:25]. The yield is 0.0200. (4) The reactants are C(Cl)(=O)C(Cl)=O.[F:7][C:8]([F:15])([F:14])[C:9](=[CH2:13])[C:10]([OH:12])=[O:11].[C:16](O)([CH3:19])([CH3:18])[CH3:17].N1C=CC=CC=1.Cl. The catalyst is C(Cl)Cl. The product is [F:7][C:8]([F:15])([F:14])[C:9](=[CH2:13])[C:10]([O:12][C:16]([CH3:19])([CH3:18])[CH3:17])=[O:11]. The yield is 0.700. (5) The yield is 0.880. The reactants are [CH2:1]([O:3][C:4]1([C:7]2[CH:23]=[CH:22][C:10]([O:11][Si](C(C)C)(C(C)C)C(C)C)=[CH:9][C:8]=2[C:24]([CH3:27])([CH3:26])[CH3:25])[CH2:6][CH2:5]1)[CH3:2].[F-].C([N+](CCCC)(CCCC)CCCC)CCC. The product is [CH2:1]([O:3][C:4]1([C:7]2[CH:23]=[CH:22][C:10]([OH:11])=[CH:9][C:8]=2[C:24]([CH3:25])([CH3:27])[CH3:26])[CH2:6][CH2:5]1)[CH3:2]. The catalyst is C1COCC1. (6) The reactants are C[Si]([C:5]#[C:6][C:7]1[CH:8]=[C:9]([NH:13][C:14](=[O:20])[O:15][C:16]([CH3:19])([CH3:18])[CH3:17])[CH:10]=[N:11][CH:12]=1)(C)C.CO.C(=O)([O-])[O-].[K+].[K+]. The catalyst is O. The product is [C:6]([C:7]1[CH:8]=[C:9]([NH:13][C:14](=[O:20])[O:15][C:16]([CH3:18])([CH3:17])[CH3:19])[CH:10]=[N:11][CH:12]=1)#[CH:5]. The yield is 0.670. (7) The reactants are [OH:1][C:2]1[C:3]([C:16]2[CH:17]=[C:18]([CH:24]=[CH:25][C:26]([O:28]CC)=[O:27])[CH:19]=[CH:20][C:21]=2[O:22][CH3:23])=[CH:4][C:5]2[C:6]([CH3:15])([CH3:14])[CH2:7][CH2:8][C:9]([CH3:13])([CH3:12])[C:10]=2[CH:11]=1.Br[CH2:32][CH2:33][CH2:34][CH2:35][CH2:36][C:37]([O:39][C:40]([CH3:43])([CH3:42])[CH3:41])=[O:38]. No catalyst specified. The product is [C:40]([O:39][C:37]([CH2:36][CH2:35][CH2:34][CH2:33][CH2:32][O:1][C:2]1[C:3]([C:16]2[CH:17]=[C:18]([CH:24]=[CH:25][C:26]([OH:28])=[O:27])[CH:19]=[CH:20][C:21]=2[O:22][CH3:23])=[CH:4][C:5]2[C:6]([CH3:15])([CH3:14])[CH2:7][CH2:8][C:9]([CH3:13])([CH3:12])[C:10]=2[CH:11]=1)=[O:38])([CH3:43])([CH3:42])[CH3:41]. The yield is 1.00. (8) The reactants are BrC[CH:3]1[CH2:8][CH2:7][CH2:6][N:5]([CH3:9])[CH2:4]1.[CH3:10][C:11]([O:14][C:15]([NH:17][C:18]([O:20][C:21]([CH3:24])([CH3:23])[CH3:22])=[O:19])=[O:16])([CH3:13])[CH3:12].C(=O)([O-])[O-].[Cs+].[Cs+]. The catalyst is C(#N)C.[I-].[Li+]. The product is [C:21]([O:20][C:18]([N:17]([C:15]([O:14][C:11]([CH3:13])([CH3:12])[CH3:10])=[O:16])[CH:3]1[CH2:8][CH2:7][CH2:6][N:5]([CH3:9])[CH2:4]1)=[O:19])([CH3:24])([CH3:23])[CH3:22]. The yield is 0.520. (9) The reactants are [Br:1][C:2]1[CH:3]=[C:4]([CH:18]=[CH:19][CH:20]=1)[CH2:5][CH:6]1[C:13]2[CH:12]=[C:11]([C:14]([O:16]C)=[O:15])[NH:10][C:9]=2[CH2:8][CH2:7]1.[OH-].[Li+].CO. The catalyst is C1COCC1. The product is [Br:1][C:2]1[CH:3]=[C:4]([CH:18]=[CH:19][CH:20]=1)[CH2:5][CH:6]1[C:13]2[CH:12]=[C:11]([C:14]([OH:16])=[O:15])[NH:10][C:9]=2[CH2:8][CH2:7]1. The yield is 0.390. (10) The reactants are [O:1]=[C:2]1[C:7]2[CH:8]=[CH:9][CH:10]=[CH:11][C:6]=2[S:5][C:4]([C:12]2[N:17]=[C:16]([C:18]([OH:20])=O)[CH:15]=[CH:14][CH:13]=2)=[N:3]1.[NH2:21][CH2:22][CH2:23][OH:24].CCN=C=NCCCN(C)C.C1C=CC2N(O)N=NC=2C=1. The catalyst is CN(C=O)C.O.C(OCC)(=O)C. The product is [OH:24][CH2:23][CH2:22][NH:21][C:18]([C:16]1[CH:15]=[CH:14][CH:13]=[C:12]([C:4]2[S:5][C:6]3[CH:11]=[CH:10][CH:9]=[CH:8][C:7]=3[C:2](=[O:1])[N:3]=2)[N:17]=1)=[O:20]. The yield is 0.100.